Dataset: Full USPTO retrosynthesis dataset with 1.9M reactions from patents (1976-2016). Task: Predict the reactants needed to synthesize the given product. (1) Given the product [CH2:1]([C:3]1[C:8]([B:9]2[O:13][C:12]([CH3:14])([CH3:15])[C:11]([CH3:17])([CH3:16])[O:10]2)=[CH:7][CH:6]=[CH:5][C:4]=1[CH2:18][CH:19]1[CH2:20][CH2:21][N:22]([CH2:25][CH2:26][C:27]([O:29][CH2:30][CH3:31])=[O:28])[CH2:23][CH2:24]1)[CH3:2], predict the reactants needed to synthesize it. The reactants are: [CH2:1]([C:3]1[C:8]([B:9]2[O:13][C:12]([CH3:15])([CH3:14])[C:11]([CH3:17])([CH3:16])[O:10]2)=[CH:7][CH:6]=[CH:5][C:4]=1[CH:18]=[C:19]1[CH2:24][CH2:23][N:22]([CH2:25][CH2:26][C:27]([O:29][CH2:30][CH3:31])=[O:28])[CH2:21][CH2:20]1)[CH3:2]. (2) Given the product [Br:13][C:14]1[CH:15]=[C:16]([CH:21]=[C:22]([CH2:25][C:7]2[CH:8]=[CH:9][CH:10]=[C:5]([F:4])[CH:6]=2)[C:23]=1[CH3:24])[C:17]([O:19][CH3:20])=[O:18], predict the reactants needed to synthesize it. The reactants are: C([Cu])#N.[F:4][C:5]1[CH:6]=[C:7]([Mg]Br)[CH:8]=[CH:9][CH:10]=1.[Br:13][C:14]1[CH:15]=[C:16]([CH:21]=[C:22]([CH2:25]I)[C:23]=1[CH3:24])[C:17]([O:19][CH3:20])=[O:18]. (3) Given the product [NH2:11][C:9]1[C:8]([F:31])=[CH:7][N:6]=[C:5]([CH:4]=[O:3])[CH:10]=1, predict the reactants needed to synthesize it. The reactants are: C([O:3][CH:4](OCC)[C:5]1[CH:10]=[C:9]([NH:11]C(C2C=CC=CC=2)(C2C=CC=CC=2)C2C=CC=CC=2)[C:8]([F:31])=[CH:7][N:6]=1)C.OS(O)(=O)=O.CC#N. (4) The reactants are: [F:1][C:2]([F:7])([F:6])[C:3]([OH:5])=[O:4].[NH2:8][CH2:9][CH2:10][CH2:11][NH:12][C:13]([C:15]1[N:23]=[C:22]2[C:18]([N:19]=[CH:20][N:21]2[C@@H:24]2[CH2:28][C@H:27]([N:29]3[CH:33]=[C:32]([CH2:34][OH:35])[CH:31]=[N:30]3)[C@@H:26]([OH:36])[C@H:25]2[OH:37])=[C:17]([NH:38][CH2:39][CH:40]([C:47]2[CH:52]=[CH:51][CH:50]=[CH:49][CH:48]=2)[C:41]2[CH:46]=[CH:45][CH:44]=[CH:43][CH:42]=2)[N:16]=1)=[O:14].FC(F)(F)C(O)=O.O[C@@H]1[C@H](O)[C@@H](N2C=C(C)C=N2)C[C@H]1N1C=NC2C1=NC(NC1CCC(N[C:105]([NH:107][CH:108]3[CH2:113][CH2:112][N:111]([C:114]4[CH:119]=[CH:118][CH:117]=[CH:116][N:115]=4)[CH2:110][CH2:109]3)=[O:106])CC1)=NC=2NCC(C1C=CC=CC=1)C1C=CC=CC=1. Given the product [F:1][C:2]([F:7])([F:6])[C:3]([OH:5])=[O:4].[N:111]1([C:114]2[CH:119]=[CH:118][CH:117]=[CH:116][N:115]=2)[CH2:112][CH2:113][CH:108]([NH:107][C:105](=[O:106])[NH:8][CH2:9][CH2:10][CH2:11][NH:12][C:13]([C:15]2[N:23]=[C:22]3[C:18]([N:19]=[CH:20][N:21]3[C@@H:24]3[CH2:28][C@H:27]([N:29]4[CH:33]=[C:32]([CH2:34][OH:35])[CH:31]=[N:30]4)[C@@H:26]([OH:36])[C@H:25]3[OH:37])=[C:17]([NH:38][CH2:39][CH:40]([C:47]3[CH:52]=[CH:51][CH:50]=[CH:49][CH:48]=3)[C:41]3[CH:46]=[CH:45][CH:44]=[CH:43][CH:42]=3)[N:16]=2)=[O:14])[CH2:109][CH2:110]1, predict the reactants needed to synthesize it.